From a dataset of Forward reaction prediction with 1.9M reactions from USPTO patents (1976-2016). Predict the product of the given reaction. (1) Given the reactants [Cl:1][C:2]1[CH:8]=[C:7]([O:9][C:10]2[C:19]3[C:14](=[CH:15][C:16]([O:22][CH3:23])=[C:17]([O:20][CH3:21])[CH:18]=3)[N:13]=[CH:12][N:11]=2)[CH:6]=[CH:5][C:3]=1[NH2:4].C(N(CC)CC)C.ClC(Cl)(O[C:35](=[O:41])OC(Cl)(Cl)Cl)Cl.[CH2:43]([N:45]([C:49]1[CH:54]=[CH:53][CH:52]=[C:51]([CH3:55])[CH:50]=1)[CH2:46][CH2:47][NH2:48])[CH3:44], predict the reaction product. The product is: [Cl:1][C:2]1[CH:8]=[C:7]([O:9][C:10]2[C:19]3[C:14](=[CH:15][C:16]([O:22][CH3:23])=[C:17]([O:20][CH3:21])[CH:18]=3)[N:13]=[CH:12][N:11]=2)[CH:6]=[CH:5][C:3]=1[NH:4][C:35]([NH:48][CH2:47][CH2:46][N:45]([CH2:43][CH3:44])[C:49]1[CH:54]=[CH:53][CH:52]=[C:51]([CH3:55])[CH:50]=1)=[O:41]. (2) Given the reactants CN(C)[CH:3]=[CH:4][C:5]([C:7]1[S:11][C:10]([C:12]([O:14][C:15]([CH3:18])([CH3:17])[CH3:16])=[O:13])=[N:9][CH:8]=1)=O.C([O-])([O-])=O.[K+].[K+].Cl.[C:27](=[NH:30])([NH2:29])[CH3:28].CCOC(C)=O.CCCCCCC, predict the reaction product. The product is: [CH3:28][C:27]1[N:29]=[C:5]([C:7]2[S:11][C:10]([C:12]([O:14][C:15]([CH3:18])([CH3:17])[CH3:16])=[O:13])=[N:9][CH:8]=2)[CH:4]=[CH:3][N:30]=1. (3) Given the reactants [OH-].[Na+].[Cl:3][C:4]1[CH:13]=[CH:12][C:7]([C:8]([O:10]C)=[O:9])=[C:6]([CH3:14])[C:5]=1[S:15][CH2:16][CH:17]1[CH2:19][CH2:18]1, predict the reaction product. The product is: [Cl:3][C:4]1[CH:13]=[CH:12][C:7]([C:8]([OH:10])=[O:9])=[C:6]([CH3:14])[C:5]=1[S:15][CH2:16][CH:17]1[CH2:19][CH2:18]1. (4) Given the reactants [I:1][CH3:2].[CH3:3][N:4]([CH2:6][CH:7]([CH2:11][CH:12]([CH3:14])[CH3:13])[C:8](=[O:10])[CH3:9])[CH3:5], predict the reaction product. The product is: [I-:1].[C:8]([CH:7]([CH2:11][CH:12]([CH3:14])[CH3:13])[CH2:6][N+:4]([CH3:2])([CH3:5])[CH3:3])(=[O:10])[CH3:9]. (5) Given the reactants CC(OC([N:8]1[CH2:13][CH2:12][CH:11]([CH2:14][C:15]2[CH:16]=[C:17]([C:21]([NH:23][CH2:24][C:25]3[CH:26]=[CH:27][C:28]([F:52])=[C:29]([C:31]4[CH:36]=[CH:35][CH:34]=[C:33]([CH2:37][N:38]5[CH2:43][CH2:42][N:41](C(OC(C)(C)C)=O)[C@@H:40]([CH3:51])[CH2:39]5)[CH:32]=4)[CH:30]=3)=[O:22])[CH:18]=[CH:19][CH:20]=2)[CH2:10][CH2:9]1)=O)(C)C.[H-].[Na+].[C:55]1([O:61][CH2:62][CH2:63][CH2:64]Br)[CH:60]=[CH:59][CH:58]=[CH:57][CH:56]=1, predict the reaction product. The product is: [F:52][C:28]1[C:29]([C:31]2[CH:36]=[CH:35][CH:34]=[C:33]([CH2:37][N:38]3[CH2:43][CH2:42][NH:41][C@@H:40]([CH3:51])[CH2:39]3)[CH:32]=2)=[CH:30][C:25]([CH2:24][N:23]([CH2:64][CH2:63][CH2:62][O:61][C:55]2[CH:60]=[CH:59][CH:58]=[CH:57][CH:56]=2)[C:21](=[O:22])[C:17]2[CH:18]=[CH:19][CH:20]=[C:15]([CH2:14][CH:11]3[CH2:10][CH2:9][NH:8][CH2:13][CH2:12]3)[CH:16]=2)=[CH:26][CH:27]=1. (6) Given the reactants [CH3:1][C:2]1[O:3][C:4]2[C:14]([N:15]=1)=[CH:13][C:7]1[CH2:8][CH2:9][NH:10][CH2:11][CH2:12][C:6]=1[C:5]=2[CH3:16].[Cl:17][CH2:18][CH2:19][CH2:20][CH2:21][S:22][C:23]1[N:24]([CH3:39])[C:25]([C:28]2[CH:37]=[CH:36][CH:35]=[C:34]3[C:29]=2[CH:30]=[CH:31][C:32]([CH3:38])=[N:33]3)=[N:26][N:27]=1, predict the reaction product. The product is: [ClH:17].[CH3:1][C:2]1[O:3][C:4]2[C:14]([N:15]=1)=[CH:13][C:7]1[CH2:8][CH2:9][N:10]([CH2:18][CH2:19][CH2:20][CH2:21][S:22][C:23]3[N:24]([CH3:39])[C:25]([C:28]4[CH:37]=[CH:36][CH:35]=[C:34]5[C:29]=4[CH:30]=[CH:31][C:32]([CH3:38])=[N:33]5)=[N:26][N:27]=3)[CH2:11][CH2:12][C:6]=1[C:5]=2[CH3:16]. (7) Given the reactants [F:1][C:2]1[CH:35]=[C:34]([F:36])[CH:33]=[CH:32][C:3]=1[CH2:4][C:5]1[C:6]([C:27]([O:29][CH2:30][CH3:31])=[O:28])=[C:7]([C:18]2[CH:26]=[CH:25][C:21]([C:22](O)=[O:23])=[CH:20][CH:19]=2)[C:8]2[C:15](=[O:16])[N:14]3[C@@H:10]([CH2:11][CH2:12][CH2:13]3)[C:9]=2[N:17]=1.CCN=C=NCCCN(C)C.C1C=CC2N(O)N=NC=2C=1.[N:58]1([NH2:67])[C:66]2[C:61](=[CH:62][CH:63]=[CH:64][CH:65]=2)[CH2:60][CH2:59]1, predict the reaction product. The product is: [F:1][C:2]1[CH:35]=[C:34]([F:36])[CH:33]=[CH:32][C:3]=1[CH2:4][C:5]1[C:6]([C:27]([O:29][CH2:30][CH3:31])=[O:28])=[C:7]([C:18]2[CH:19]=[CH:20][C:21]([C:22]([NH:67][N:58]3[C:66]4[C:61](=[CH:62][CH:63]=[CH:64][CH:65]=4)[CH2:60][CH2:59]3)=[O:23])=[CH:25][CH:26]=2)[C:8]2[C:15](=[O:16])[N:14]3[C@@H:10]([CH2:11][CH2:12][CH2:13]3)[C:9]=2[N:17]=1. (8) Given the reactants [CH2:1]([N:8]1[C:17]([C:18]([OH:20])=[O:19])=[C:16]([C:21]2[CH:26]=[CH:25][CH:24]=[CH:23][CH:22]=2)[C:15]2[C:10](=[CH:11][CH:12]=[C:13]([Br:27])[CH:14]=2)[C:9]1=[O:28])[C:2]1[CH:7]=[CH:6][CH:5]=[CH:4][CH:3]=1.[N:29]1[CH:34]=[CH:33][C:32]([CH2:35]O)=[CH:31][CH:30]=1, predict the reaction product. The product is: [N:29]1[CH:34]=[CH:33][C:32]([CH2:35][O:19][C:18]([C:17]2[N:8]([CH2:1][C:2]3[CH:3]=[CH:4][CH:5]=[CH:6][CH:7]=3)[C:9](=[O:28])[C:10]3[C:15]([C:16]=2[C:21]2[CH:22]=[CH:23][CH:24]=[CH:25][CH:26]=2)=[CH:14][C:13]([Br:27])=[CH:12][CH:11]=3)=[O:20])=[CH:31][CH:30]=1. (9) Given the reactants [CH3:1][O:2][C:3]1[CH:8]=[CH:7][C:6]([C:9]2[C:13]3[C:14]([NH:18][CH2:19][CH2:20][CH2:21][CH2:22][CH2:23][C:24]([O:26]C(C)(C)C)=[O:25])=[N:15][CH:16]=[CH:17][C:12]=3[O:11][C:10]=2[C:31]2[CH:36]=[CH:35][CH:34]=[CH:33][CH:32]=2)=[CH:5][CH:4]=1.FC(F)(F)C(O)=O, predict the reaction product. The product is: [CH3:1][O:2][C:3]1[CH:4]=[CH:5][C:6]([C:9]2[C:13]3[C:14]([NH:18][CH2:19][CH2:20][CH2:21][CH2:22][CH2:23][C:24]([OH:26])=[O:25])=[N:15][CH:16]=[CH:17][C:12]=3[O:11][C:10]=2[C:31]2[CH:32]=[CH:33][CH:34]=[CH:35][CH:36]=2)=[CH:7][CH:8]=1.